From a dataset of Peptide-MHC class I binding affinity with 185,985 pairs from IEDB/IMGT. Regression. Given a peptide amino acid sequence and an MHC pseudo amino acid sequence, predict their binding affinity value. This is MHC class I binding data. (1) The peptide sequence is FPMAVKLFI. The MHC is HLA-B51:01 with pseudo-sequence HLA-B51:01. The binding affinity (normalized) is 0.557. (2) The peptide sequence is YAMMSLFDM. The MHC is HLA-B46:01 with pseudo-sequence HLA-B46:01. The binding affinity (normalized) is 0.563. (3) The peptide sequence is GEKSRCYSL. The MHC is HLA-B44:03 with pseudo-sequence HLA-B44:03. The binding affinity (normalized) is 0.132.